This data is from Full USPTO retrosynthesis dataset with 1.9M reactions from patents (1976-2016). The task is: Predict the reactants needed to synthesize the given product. (1) Given the product [CH2:34]([NH:41][C:14](=[O:16])[C:13]1[CH:12]=[C:11]([S:17]([NH2:20])(=[O:19])=[O:18])[C:10]([Cl:21])=[CH:9][C:8]=1[NH:7][CH2:6][C:3]1[O:4][CH:5]=[CH:1][CH:2]=1)[C:35]1[CH:40]=[CH:39][CH:38]=[CH:37][CH:36]=1, predict the reactants needed to synthesize it. The reactants are: [CH:1]1[CH:2]=[C:3]([CH2:6][NH:7][C:8]2[C:13]([C:14]([OH:16])=O)=[CH:12][C:11]([S:17]([NH2:20])(=[O:19])=[O:18])=[C:10]([Cl:21])[CH:9]=2)[O:4][CH:5]=1.C(N1C=CN=C1)(N1C=CN=C1)=O.[CH2:34]([NH2:41])[C:35]1[CH:40]=[CH:39][CH:38]=[CH:37][CH:36]=1. (2) The reactants are: [C:1]([O:5][C:6]([N:8]1[CH2:13][CH2:12][CH:11]([O:14][N:15]2C(=O)C3C(=CC=CC=3)C2=O)[CH2:10][CH2:9]1)=[O:7])([CH3:4])([CH3:3])[CH3:2].O.NN. Given the product [C:1]([O:5][C:6]([N:8]1[CH2:9][CH2:10][CH:11]([O:14][NH2:15])[CH2:12][CH2:13]1)=[O:7])([CH3:4])([CH3:2])[CH3:3], predict the reactants needed to synthesize it. (3) Given the product [O:4]1[C:12]2[CH:11]=[CH:10][N:9]=[C:8]([N:13]3[CH2:18][CH2:17][N:16]([CH2:19][CH2:20][C@H:21]4[CH2:26][CH2:25][C@H:24]([NH:27][C:35](=[O:36])[CH2:34][C@@H:29]5[CH2:30][O:31][CH2:32][CH2:33][O:28]5)[CH2:23][CH2:22]4)[CH2:15][CH2:14]3)[C:7]=2[CH2:6][CH2:5]1, predict the reactants needed to synthesize it. The reactants are: Cl.Cl.Cl.[O:4]1[C:12]2[CH:11]=[CH:10][N:9]=[C:8]([N:13]3[CH2:18][CH2:17][N:16]([CH2:19][CH2:20][C@H:21]4[CH2:26][CH2:25][C@H:24]([NH2:27])[CH2:23][CH2:22]4)[CH2:15][CH2:14]3)[C:7]=2[CH2:6][CH2:5]1.[O:28]1[CH2:33][CH2:32][O:31][CH2:30][C@H:29]1[CH2:34][C:35](O)=[O:36]. (4) The reactants are: [F:1][C:2]1[C:21]([N+:22]([O-])=O)=[CH:20][CH:19]=[C:18]([F:25])[C:3]=1[C:4]([NH:6][C:7]1[CH:8]=[C:9]2[C:15]([O:16][CH3:17])=[N:14][NH:13][C:10]2=[N:11][CH:12]=1)=[O:5].[Sn](Cl)Cl. Given the product [NH2:22][C:21]1[C:2]([F:1])=[C:3]([C:18]([F:25])=[CH:19][CH:20]=1)[C:4]([NH:6][C:7]1[CH:8]=[C:9]2[C:15]([O:16][CH3:17])=[N:14][NH:13][C:10]2=[N:11][CH:12]=1)=[O:5], predict the reactants needed to synthesize it. (5) Given the product [NH:1]1[CH:5]=[CH:4][CH:3]=[CH:2]1.[CH3:10][C:7]([CH3:6])=[O:9], predict the reactants needed to synthesize it. The reactants are: [NH:1]1[CH:5]=[CH:4][CH:3]=[C:2]1[CH2:6][C:7]([OH:9])=O.[CH3:10]COCC. (6) Given the product [C:8]([O:12][C:13](=[O:29])[NH:14][C:15]1[CH:27]=[CH:26][C:25]2[C:24]3[C:19](=[CH:20][C:21]([NH:28][CH2:30][CH2:31][CH2:32][CH3:33])=[CH:22][CH:23]=3)[CH2:18][C:17]=2[CH:16]=1)([CH3:11])([CH3:9])[CH3:10], predict the reactants needed to synthesize it. The reactants are: C(N(CC)CC)C.[C:8]([O:12][C:13](=[O:29])[NH:14][C:15]1[CH:27]=[CH:26][C:25]2[C:24]3[C:19](=[CH:20][C:21]([NH2:28])=[CH:22][CH:23]=3)[CH2:18][C:17]=2[CH:16]=1)([CH3:11])([CH3:10])[CH3:9].[CH3:30][CH2:31][CH2:32][C:33](Cl)=O. (7) Given the product [CH3:30][C:31]1[CH:36]=[CH:35][C:34]([C:2]2[C:3]([C:22]3[CH:23]=[CH:24][C:25]([C:28]#[N:29])=[CH:26][CH:27]=3)=[N:4][C:5]([NH:8][CH:9]3[CH2:14][CH2:13][CH2:12][NH:11][CH2:10]3)=[N:6][CH:7]=2)=[CH:33][CH:32]=1, predict the reactants needed to synthesize it. The reactants are: Cl[C:2]1[C:3]([C:22]2[CH:27]=[CH:26][C:25]([C:28]#[N:29])=[CH:24][CH:23]=2)=[N:4][C:5]([NH:8][CH:9]2[CH2:14][CH2:13][CH2:12][N:11](C(OC(C)(C)C)=O)[CH2:10]2)=[N:6][CH:7]=1.[CH3:30][C:31]1[CH:36]=[CH:35][C:34](B(O)O)=[CH:33][CH:32]=1.